The task is: Predict the reactants needed to synthesize the given product.. This data is from Full USPTO retrosynthesis dataset with 1.9M reactions from patents (1976-2016). (1) Given the product [F:1][C:2]1[CH:9]=[C:8]([O:10][CH3:11])[CH:7]=[CH:6][C:3]=1[C:4]#[N:5], predict the reactants needed to synthesize it. The reactants are: [F:1][C:2]1[CH:9]=[C:8]([OH:10])[CH:7]=[CH:6][C:3]=1[C:4]#[N:5].[C:11](=O)([O-])[O-].[K+].[K+].IC.O. (2) Given the product [CH3:1][O:2][C:3]([C:5]1[C:10]([CH:18]2[O:16][CH2:13][CH2:14][O:15]2)=[N:9][CH:8]=[CH:7][N:6]=1)=[O:4], predict the reactants needed to synthesize it. The reactants are: [CH3:1][O:2][C:3]([C:5]1[CH:10]=[N:9][C:8](C=O)=[CH:7][N:6]=1)=[O:4].[CH2:13]([OH:16])[CH2:14][OH:15].O.[C:18]1(C)C=CC(S(O)(=O)=O)=CC=1. (3) Given the product [C:47]([O:51][NH:52][C:17](=[O:19])[CH:16]([NH:15][S:12]([C:9]1[CH:10]=[CH:11][C:6]([O:5][CH2:1][C:2]#[C:3][CH3:4])=[CH:7][CH:8]=1)(=[O:14])=[O:13])[C:20]1[CH:25]=[CH:24][C:23]([OH:26])=[CH:22][CH:21]=1)([CH3:50])([CH3:49])[CH3:48], predict the reactants needed to synthesize it. The reactants are: [CH2:1]([O:5][C:6]1[CH:11]=[CH:10][C:9]([S:12]([NH:15][CH:16]([C:20]2[CH:25]=[CH:24][C:23]([OH:26])=[CH:22][CH:21]=2)[C:17]([OH:19])=O)(=[O:14])=[O:13])=[CH:8][CH:7]=1)[C:2]#[C:3][CH3:4].C([O-])(O)=O.[Na+].C(Cl)CCl.C1C=CC2N(O)N=NC=2C=1.Cl.[C:47]([O:51][NH2:52])([CH3:50])([CH3:49])[CH3:48]. (4) Given the product [C:21]1([S:18]([N:10]2[C:11]3[C:16](=[CH:15][CH:14]=[CH:13][CH:12]=3)[CH:17]=[C:9]2[C:7](=[O:8])[CH2:2][C:1]#[N:3])(=[O:19])=[O:20])[CH:26]=[CH:25][CH:24]=[CH:23][CH:22]=1, predict the reactants needed to synthesize it. The reactants are: [C:1](#[N:3])[CH3:2].C(O[C:7]([C:9]1[N:10]([S:18]([C:21]2[CH:26]=[CH:25][CH:24]=[CH:23][CH:22]=2)(=[O:20])=[O:19])[C:11]2[C:16]([CH:17]=1)=[CH:15][CH:14]=[CH:13][CH:12]=2)=[O:8])C.C[Si]([N-][Si](C)(C)C)(C)C.[Li+].[Cl-].[NH4+]. (5) The reactants are: F[C:2]1[CH:3]=[C:4]([CH:22]=[CH:23][C:24]=1[F:25])[CH2:5][N:6]1[CH2:10][CH2:9][N:8]([C:11]2[CH:12]=[C:13]([CH:18]=[CH:19][N:20]=2)[C:14]([O:16]C)=O)[C:7]1=[O:21].[C-:26]#[N:27].[Na+]. Given the product [CH2:26]([NH:27][C:14](=[O:16])[C:13]1[CH:18]=[CH:19][N:20]=[C:11]([N:8]2[CH2:9][CH2:10][N:6]([CH2:5][C:4]3[CH:22]=[CH:23][C:24]([F:25])=[CH:2][CH:3]=3)[C:7]2=[O:21])[CH:12]=1)[C:2]1[CH:3]=[CH:4][CH:22]=[CH:23][CH:24]=1, predict the reactants needed to synthesize it. (6) Given the product [Cl:13][CH2:14][C:15]#[C:16][CH2:17][O:1][C:2]1[CH:11]=[C:10]2[C:5]([CH2:6][CH2:7][C:8](=[O:12])[NH:9]2)=[CH:4][CH:3]=1, predict the reactants needed to synthesize it. The reactants are: [OH:1][C:2]1[CH:11]=[C:10]2[C:5]([CH2:6][CH2:7][C:8](=[O:12])[NH:9]2)=[CH:4][CH:3]=1.[Cl:13][CH2:14][C:15]#[C:16][CH2:17]Cl.C([O-])([O-])=O.[K+].[K+].